Dataset: Full USPTO retrosynthesis dataset with 1.9M reactions from patents (1976-2016). Task: Predict the reactants needed to synthesize the given product. (1) Given the product [C:1]([O:7][CH2:8][C@H:9]([C:10]1[C:11]([C:29]2[CH:34]=[CH:33][C:32]([Cl:35])=[CH:31][CH:30]=2)=[C:12]2[C:17](=[CH:18][C:19]=1[CH3:20])[N:16]=[C:15]([C:45]1[CH:46]=[CH:47][C:42]([Cl:41])=[CH:43][CH:44]=1)[CH:14]=[CH:13]2)[O:36][C:37]([CH3:40])([CH3:39])[CH3:38])(=[O:6])[C:2]([CH3:3])([CH3:5])[CH3:4].[C:51]([OH:53])([C:25]([F:26])([F:27])[F:28])=[O:52], predict the reactants needed to synthesize it. The reactants are: [C:1]([O:7][CH2:8][C@@H:9]([O:36][C:37]([CH3:40])([CH3:39])[CH3:38])[C:10]1[C:11]([C:29]2[CH:34]=[CH:33][C:32]([Cl:35])=[CH:31][CH:30]=2)=[C:12]2[C:17](=[CH:18][C:19]=1[CH3:20])[N:16]=[C:15](OS([C:25]([F:28])([F:27])[F:26])(=O)=O)[CH:14]=[CH:13]2)(=[O:6])[C:2]([CH3:5])([CH3:4])[CH3:3].[Cl:41][C:42]1[CH:47]=[CH:46][C:45](B(O)O)=[CH:44][CH:43]=1.[C:51]([O-])([O-:53])=[O:52].[Na+].[Na+]. (2) Given the product [Cl:6][C:7]1[N:8]=[C:9]([N:16]2[CH2:17][CH2:18][O:19][CH2:20][CH2:21]2)[C:10]2[S:15][C:14]([I:22])=[N:13][C:11]=2[N:12]=1, predict the reactants needed to synthesize it. The reactants are: C([Li])CCC.[Cl:6][C:7]1[N:8]=[C:9]([N:16]2[CH2:21][CH2:20][O:19][CH2:18][CH2:17]2)[C:10]2[S:15][CH:14]=[N:13][C:11]=2[N:12]=1.[I:22]I.